This data is from Forward reaction prediction with 1.9M reactions from USPTO patents (1976-2016). The task is: Predict the product of the given reaction. (1) Given the reactants [Br:1][C:2]1[CH:7]=[CH:6][C:5]([N+:8]([O-:10])=[O:9])=[C:4](F)[CH:3]=1.[NH2:12][C@@H:13]([C:15]([OH:17])=[O:16])[CH3:14].C(=O)([O-])[O-].[K+].[K+].Cl, predict the reaction product. The product is: [Br:1][C:2]1[CH:7]=[CH:6][C:5]([N+:8]([O-:10])=[O:9])=[C:4]([NH:12][C@@H:13]([C:15]([OH:17])=[O:16])[CH3:14])[CH:3]=1. (2) Given the reactants F[C:2]1[CH:7]=[C:6]([N+:8]([O-:10])=[O:9])[CH:5]=[CH:4][C:3]=1[N:11]1[CH2:16][CH2:15][CH2:14][CH2:13][CH:12]1[CH2:17][OH:18].[H-].[Na+].P([O-])([O-])([O-])=O, predict the reaction product. The product is: [N+:8]([C:6]1[CH:5]=[CH:4][C:3]2[N:11]3[CH2:16][CH2:15][CH2:14][CH2:13][CH:12]3[CH2:17][O:18][C:2]=2[CH:7]=1)([O-:10])=[O:9]. (3) Given the reactants CC1C(=O)NC(=O)N2C=CSC=12.[CH3:13][C:14]1[C:19](=[O:20])[NH:18][C:17](=[O:21])[N:16]2[CH:22]=[C:23]([C:25]([OH:27])=[O:26])[S:24][C:15]=12.Br[CH2:29][C:30]1[CH:37]=[CH:36][C:33]([C:34]#[N:35])=[CH:32][CH:31]=1, predict the reaction product. The product is: [C:34]([C:33]1[CH:36]=[CH:37][C:30]([CH2:29][N:18]2[C:19](=[O:20])[C:14]([CH3:13])=[C:15]3[S:24][C:23]([C:25]([OH:27])=[O:26])=[CH:22][N:16]3[C:17]2=[O:21])=[CH:31][CH:32]=1)#[N:35].